The task is: Predict the reaction yield, written as a fraction of the theoretical maximum amount of product (1.0 means a 100% yield; for example, 0.34 means a 34% yield).. This data is from Reaction yield outcomes from USPTO patents with 853,638 reactions. (1) The reactants are Cl.[CH3:2][N:3]1[CH2:7][CH2:6][C:5]2([CH2:12][CH2:11][CH2:10][NH:9][CH2:8]2)[C:4]1=[O:13].C(N(CC)CC)C.[F:21][C:22]([F:34])([F:33])[C:23]1[CH:28]=[CH:27][C:26]([S:29](Cl)(=[O:31])=[O:30])=[CH:25][CH:24]=1. The catalyst is ClCCl. The product is [CH3:2][N:3]1[CH2:7][CH2:6][C:5]2([CH2:12][CH2:11][CH2:10][N:9]([S:29]([C:26]3[CH:25]=[CH:24][C:23]([C:22]([F:21])([F:33])[F:34])=[CH:28][CH:27]=3)(=[O:31])=[O:30])[CH2:8]2)[C:4]1=[O:13]. The yield is 0.660. (2) The reactants are [F:1][C:2]1[CH:3]=[C:4]2[C:8](=[CH:9][CH:10]=1)[N:7]([CH2:11][C:12]([O:14]C)=[O:13])[C:6]([CH3:16])=[C:5]2[CH2:17][C:18]1[CH:23]=[CH:22][C:21](=[O:24])[NH:20][N:19]=1.Br[CH2:26][C:27]([CH3:30])([CH3:29])[CH3:28].[Li+].[OH-]. No catalyst specified. The product is [CH3:26][C:27]([CH3:30])([CH3:29])[CH2:28][N:20]1[C:21](=[O:24])[CH:22]=[CH:23][C:18]([CH2:17][C:5]2[C:4]3[C:8](=[CH:9][CH:10]=[C:2]([F:1])[CH:3]=3)[N:7]([CH2:11][C:12]([OH:14])=[O:13])[C:6]=2[CH3:16])=[N:19]1. The yield is 0.196.